From a dataset of Forward reaction prediction with 1.9M reactions from USPTO patents (1976-2016). Predict the product of the given reaction. (1) Given the reactants Br[CH2:2][C:3]1[CH:4]=[C:5]([N:13]2[C:17]([CH3:18])=[N:16][N:15]=[N:14]2)[CH:6]=[C:7]([C:9]([F:12])([F:11])[F:10])[CH:8]=1.[OH:19][CH2:20][C:21]1([C:34]2[CH:39]=[CH:38][CH:37]=[CH:36][CH:35]=2)[CH2:26][CH2:25][N:24]([C:27]([O:29][C:30]([CH3:33])([CH3:32])[CH3:31])=[O:28])[CH2:23][CH2:22]1.[H-].[Na+], predict the reaction product. The product is: [CH3:18][C:17]1[N:13]([C:5]2[CH:4]=[C:3]([CH:8]=[C:7]([C:9]([F:12])([F:11])[F:10])[CH:6]=2)[CH2:2][O:19][CH2:20][C:21]2([C:34]3[CH:35]=[CH:36][CH:37]=[CH:38][CH:39]=3)[CH2:26][CH2:25][N:24]([C:27]([O:29][C:30]([CH3:32])([CH3:33])[CH3:31])=[O:28])[CH2:23][CH2:22]2)[N:14]=[N:15][N:16]=1. (2) Given the reactants [F:1][C:2]1[CH2:7][CH:6]([CH3:8])[CH2:5][C:4](=[O:9])[C:3]=1[C:10](=[O:21])[C:11]1[CH:16]=[CH:15][C:14]([O:17][CH2:18][CH2:19][CH3:20])=[CH:13][CH:12]=1.C(N(CC)CC)C.C[Si](I)(C)C.P([O-])([O-])([O-])=O.IN1C(=O)CCC1=O.[OH-].[Na+], predict the reaction product. The product is: [F:1][C:2]1[C:3]([C:10](=[O:21])[C:11]2[CH:16]=[CH:15][C:14]([O:17][CH2:18][CH2:19][CH3:20])=[CH:13][CH:12]=2)=[C:4]([OH:9])[CH:5]=[C:6]([CH3:8])[CH:7]=1. (3) Given the reactants C([O:8][C:9]1[CH:10]=[C:11]([CH:18](C(OC)=O)[C:19]([O:21]C)=[O:20])[CH:12]=[CH:13][C:14]=1[N+:15]([O-:17])=[O:16])C1C=CC=CC=1, predict the reaction product. The product is: [OH:8][C:9]1[CH:10]=[C:11]([CH2:18][C:19]([OH:21])=[O:20])[CH:12]=[CH:13][C:14]=1[N+:15]([O-:17])=[O:16]. (4) Given the reactants [H-].[Na+].[I:3][C:4]1[C:8]2=[N:9][CH:10]=[CH:11][CH:12]=[C:7]2[NH:6][N:5]=1.[Cl:13][C:14]1[CH:22]=[CH:21][CH:20]=[C:19]([C:23]([F:26])([F:25])[F:24])[C:15]=1[C:16](Cl)=[O:17], predict the reaction product. The product is: [Cl:13][C:14]1[CH:22]=[CH:21][CH:20]=[C:19]([C:23]([F:25])([F:26])[F:24])[C:15]=1[C:16]([N:6]1[C:7]2[C:8](=[N:9][CH:10]=[CH:11][CH:12]=2)[C:4]([I:3])=[N:5]1)=[O:17]. (5) Given the reactants [C:1]([O:5][C:6]([NH:8][C@@:9]1([C:27]([O:29][C:30]([CH3:33])([CH3:32])[CH3:31])=[O:28])[C:14](=[CH:15]N(C)C)[C:13](=[O:19])[C@@H:12]2[C@H:10]1[C@H:11]2[C:20]([O:22][C:23]([CH3:26])([CH3:25])[CH3:24])=[O:21])=[O:7])([CH3:4])([CH3:3])[CH3:2].C(N(CC)CC)C.[H-].C([Al+]CC(C)C)C(C)C.[Cl-].[NH4+], predict the reaction product. The product is: [C:1]([O:5][C:6]([NH:8][C@@:9]1([C:27]([O:29][C:30]([CH3:33])([CH3:32])[CH3:31])=[O:28])[C:14](=[CH2:15])[C:13](=[O:19])[C@@H:12]2[C@H:10]1[C@H:11]2[C:20]([O:22][C:23]([CH3:25])([CH3:24])[CH3:26])=[O:21])=[O:7])([CH3:4])([CH3:2])[CH3:3]. (6) Given the reactants [CH3:1][C:2]([N:7]1[CH:11]=[C:10]([N+:12]([O-:14])=[O:13])[C:9]([CH3:15])=[N:8]1)([CH3:6])[C:3]([OH:5])=O.[C:16]([NH:19][NH2:20])(=[O:18])[CH3:17].CN(C(ON1N=NC2C=CC=NC1=2)=[N+](C)C)C.F[P-](F)(F)(F)(F)F.CCN(C(C)C)C(C)C, predict the reaction product. The product is: [C:16]([NH:19][NH:20][C:3](=[O:5])[C:2]([CH3:1])([N:7]1[CH:11]=[C:10]([N+:12]([O-:14])=[O:13])[C:9]([CH3:15])=[N:8]1)[CH3:6])(=[O:18])[CH3:17]. (7) Given the reactants Cl[C:2]1[CH:7]=[C:6]([CH:8]2[CH2:10][CH2:9]2)[N:5]=[C:4]([C:11]2[CH:16]=[CH:15][CH:14]=[CH:13][C:12]=2[C:17]([F:20])([F:19])[F:18])[N:3]=1.[NH:21]1[C:25]2=[N:26][CH:27]=[CH:28][CH:29]=[C:24]2[C:23]([NH2:30])=[N:22]1.O.C(=O)(O)[O-].[Na+], predict the reaction product. The product is: [CH:8]1([C:6]2[N:5]=[C:4]([C:11]3[CH:16]=[CH:15][CH:14]=[CH:13][C:12]=3[C:17]([F:20])([F:19])[F:18])[N:3]=[C:2]([NH:30][C:23]3[C:24]4[C:25](=[N:26][CH:27]=[CH:28][CH:29]=4)[NH:21][N:22]=3)[CH:7]=2)[CH2:10][CH2:9]1.